From a dataset of Full USPTO retrosynthesis dataset with 1.9M reactions from patents (1976-2016). Predict the reactants needed to synthesize the given product. (1) Given the product [C:18]([C:13]1[CH:14]=[C:15]([CH3:16])[N:11]([C:4]2[CH:5]=[CH:6][C:7]([O:9][CH3:10])=[CH:8][C:3]=2[O:2][CH3:1])[C:12]=1[CH3:17])(=[O:20])[CH3:19], predict the reactants needed to synthesize it. The reactants are: [CH3:1][O:2][C:3]1[CH:8]=[C:7]([O:9][CH3:10])[CH:6]=[CH:5][C:4]=1[N:11]1[C:15]([CH3:16])=[CH:14][CH:13]=[C:12]1[CH3:17].[C:18](OC(=O)C)(=[O:20])[CH3:19].I. (2) Given the product [C:1]([O:5][C:6]([N:8]1[CH2:9][CH2:10][N:11]([C:14]2[N:19]3[N:20]=[C:21]([NH:23][C:41]([NH:40][CH2:43][CH3:44])=[O:42])[N:22]=[C:18]3[CH:17]=[C:16]([C:24]3[CH:25]=[N:26][CH:27]=[CH:28][CH:29]=3)[CH:15]=2)[CH2:12][CH2:13]1)=[O:7])([CH3:4])([CH3:2])[CH3:3], predict the reactants needed to synthesize it. The reactants are: [C:1]([O:5][C:6]([N:8]1[CH2:13][CH2:12][N:11]([C:14]2[N:19]3[N:20]=[C:21]([NH2:23])[N:22]=[C:18]3[CH:17]=[C:16]([C:24]3[CH:25]=[N:26][CH:27]=[CH:28][CH:29]=3)[CH:15]=2)[CH2:10][CH2:9]1)=[O:7])([CH3:4])([CH3:3])[CH3:2].S([N:40]=[C:41]=[O:42])(C1C=CC(C)=CC=1)(=O)=O.[CH2:43](N)[CH3:44].